This data is from Full USPTO retrosynthesis dataset with 1.9M reactions from patents (1976-2016). The task is: Predict the reactants needed to synthesize the given product. Given the product [I-:20].[CH:23]1([CH2:22][CH2:21][P+:7]([C:1]2[CH:2]=[CH:3][CH:4]=[CH:5][CH:6]=2)([C:8]2[CH:13]=[CH:12][CH:11]=[CH:10][CH:9]=2)[C:14]2[CH:15]=[CH:16][CH:17]=[CH:18][CH:19]=2)[CH2:25][CH2:24]1, predict the reactants needed to synthesize it. The reactants are: [C:1]1([P:7]([C:14]2[CH:19]=[CH:18][CH:17]=[CH:16][CH:15]=2)[C:8]2[CH:13]=[CH:12][CH:11]=[CH:10][CH:9]=2)[CH:6]=[CH:5][CH:4]=[CH:3][CH:2]=1.[I:20][CH2:21][CH2:22][CH:23]1[CH2:25][CH2:24]1.C(OCC)C.